This data is from Full USPTO retrosynthesis dataset with 1.9M reactions from patents (1976-2016). The task is: Predict the reactants needed to synthesize the given product. (1) Given the product [Cl:19][C:20]1[CH:25]=[C:24]([C:26]#[N:27])[CH:23]=[CH:22][C:21]=1[C:28]1[CH:34]=[N:2][N:1]([C:3]2[CH:18]=[CH:17][C:6]([C:7]([NH:9][CH2:10][CH:11]3[CH2:16][CH2:15][O:14][CH2:13][CH2:12]3)=[O:8])=[CH:5][N:4]=2)[C:29]=1[OH:30], predict the reactants needed to synthesize it. The reactants are: [NH:1]([C:3]1[CH:18]=[CH:17][C:6]([C:7]([NH:9][CH2:10][CH:11]2[CH2:16][CH2:15][O:14][CH2:13][CH2:12]2)=[O:8])=[CH:5][N:4]=1)[NH2:2].[Cl:19][C:20]1[CH:25]=[C:24]([C:26]#[N:27])[CH:23]=[CH:22][C:21]=1[C:28](=[CH:34]N(C)C)[C:29](OCC)=[O:30]. (2) Given the product [CH3:1][C:2]1[CH:7]=[CH:6][C:5]([S:8]([O:11][CH2:12][CH:13]2[O:17][C:16](=[O:18])[N:15]([CH2:19][CH2:36][CH2:37][C:38]3[CH:43]=[CH:42][CH:41]=[CH:40][CH:39]=3)[CH2:14]2)(=[O:10])=[O:9])=[CH:4][CH:3]=1, predict the reactants needed to synthesize it. The reactants are: [CH3:1][C:2]1[CH:7]=[CH:6][C:5]([S:8]([O:11][CH2:12][CH:13]2[O:17][C:16](=[O:18])[N:15]([CH2:19]C3C=CC(F)=CC=3)[CH2:14]2)(=[O:10])=[O:9])=[CH:4][CH:3]=1.OCC1OC(=O)N(C[CH2:36][CH2:37][C:38]2[CH:43]=[CH:42][CH:41]=[CH:40][CH:39]=2)C1.FC1C=CC(CN2CC(CO)OC2=O)=CC=1. (3) Given the product [F:1][C:2]1[CH:7]=[CH:6][C:5]([CH2:8][O:9][C:10]2[CH:24]=[CH:23][C:22]([C:25]([OH:28])=[O:26])=[CH:21][C:11]=2[C:12]([NH:14][C:15]2[CH:16]=[N:17][CH:18]=[CH:19][CH:20]=2)=[O:13])=[CH:4][CH:3]=1, predict the reactants needed to synthesize it. The reactants are: [F:1][C:2]1[CH:7]=[CH:6][C:5]([CH2:8][O:9][C:10]2[CH:24]=[CH:23][C:22]([CH:25]=[O:26])=[CH:21][C:11]=2[C:12]([NH:14][C:15]2[CH:16]=[N:17][CH:18]=[CH:19][CH:20]=2)=[O:13])=[CH:4][CH:3]=1.[Mn]([O-])(=O)(=O)=[O:28].[K+]. (4) Given the product [ClH:32].[ClH:32].[NH:1]1[C:5]2=[N:6][CH:7]=[CH:8][C:9]([NH:10][C:11](=[O:31])[C:12]3[CH:17]=[CH:16][C:15]([C@H:18]([NH2:20])[CH3:19])=[CH:14][CH:13]=3)=[C:4]2[CH:3]=[CH:2]1, predict the reactants needed to synthesize it. The reactants are: [NH:1]1[C:5]2=[N:6][CH:7]=[CH:8][C:9]([NH:10][C:11](=[O:31])[C:12]3[CH:17]=[CH:16][C:15]([C@H:18]([NH:20]C(OCC4C=CC=CC=4)=O)[CH3:19])=[CH:14][CH:13]=3)=[C:4]2[CH:3]=[CH:2]1.[ClH:32].CO. (5) Given the product [C:1]([O:5][C:6](=[O:20])[NH:7][CH2:8][C:9]1([C:17]#[N:18])[C:11]2([CH2:16][CH2:15][CH2:14][CH2:13][CH2:12]2)[CH2:10]1)([CH3:4])([CH3:2])[CH3:3], predict the reactants needed to synthesize it. The reactants are: [C:1]([O:5][C:6](=[O:20])[NH:7][CH2:8][C:9]1([C:17](=O)[NH2:18])[C:11]2([CH2:16][CH2:15][CH2:14][CH2:13][CH2:12]2)[CH2:10]1)([CH3:4])([CH3:3])[CH3:2].N1C(Cl)=NC(Cl)=NC=1Cl.[OH-].[Na+]. (6) Given the product [C:5]1([C:3](=[O:4])[C:2](=[O:1])[CH2:11][CH2:12][CH2:13][CH2:14][CH2:15][CH2:16][CH2:17][CH2:18][CH2:19][CH2:20][CH3:21])[CH:10]=[CH:9][CH:8]=[CH:7][CH:6]=1, predict the reactants needed to synthesize it. The reactants are: [OH:1][CH:2]([CH2:11][CH2:12][CH2:13][CH2:14][CH2:15][CH2:16][CH2:17][CH2:18][CH2:19][CH2:20][CH3:21])[C:3]([C:5]1[CH:10]=[CH:9][CH:8]=[CH:7][CH:6]=1)=[O:4].OC(C1C=CC=CC=1)C(=O)CCCCCCCCCCC. (7) Given the product [CH:12]1[C:4]([C:2]#[N:3])=[CH:5][C:6]2[C:7]([CH2:13][CH2:14][CH2:15][CH2:16][N:17]3[CH2:22][CH2:21][N:20]([C:23]4[CH:24]=[CH:25][C:26]5[O:30][C:29]([C:31]([NH2:42])=[O:33])=[CH:28][C:27]=5[CH:36]=4)[CH2:19][CH2:18]3)=[CH:8][NH:9][C:10]=2[CH:11]=1, predict the reactants needed to synthesize it. The reactants are: Cl.[C:2]([C:4]1[CH:5]=[C:6]2[C:10](=[CH:11][CH:12]=1)[NH:9][CH:8]=[C:7]2[CH2:13][CH2:14][CH2:15][CH2:16][N:17]1[CH2:22][CH2:21][N:20]([C:23]2[CH:24]=[CH:25][C:26]3[O:30][C:29]([C:31]([O:33]CC)=O)=[CH:28][C:27]=3[CH:36]=2)[CH2:19][CH2:18]1)#[N:3].C(O)C.C([NH2:42])=O.CC[O-].[Na+]. (8) Given the product [CH3:17][C:16]1[C:11]2[N:12]([C:8]([C:6]3[CH:5]=[CH:4][N:3]=[C:2]([C:33]4[CH:38]=[CH:37][C:36]([OH:39])=[CH:35][CH:34]=4)[CH:7]=3)=[C:9]([C:18]3[CH:23]=[CH:22][CH:21]=[C:20]([CH3:24])[N:19]=3)[N:10]=2)[CH:13]=[CH:14][CH:15]=1, predict the reactants needed to synthesize it. The reactants are: Br[C:2]1[CH:7]=[C:6]([C:8]2[N:12]3[CH:13]=[CH:14][CH:15]=[C:16]([CH3:17])[C:11]3=[N:10][C:9]=2[C:18]2[CH:23]=[CH:22][CH:21]=[C:20]([CH3:24])[N:19]=2)[CH:5]=[CH:4][N:3]=1.CC1(C)C(C)(C)OB([C:33]2[CH:38]=[CH:37][C:36]([OH:39])=[CH:35][CH:34]=2)O1.